This data is from Forward reaction prediction with 1.9M reactions from USPTO patents (1976-2016). The task is: Predict the product of the given reaction. The product is: [Cl:1][C:2]1[CH:7]=[CH:6][C:5]([C:8]2[C:14]3[CH:15]=[C:16]([O:19][CH3:20])[CH:17]=[CH:18][C:13]=3[N:12]3[C:21]([CH3:24])=[N:22][N:23]=[C:11]3[C@H:10]([CH2:25][C:26]([O:28][CH:30]([CH3:37])[CH3:29])=[O:27])[N:9]=2)=[CH:4][CH:3]=1. Given the reactants [Cl:1][C:2]1[CH:7]=[CH:6][C:5]([C:8]2[C:14]3[CH:15]=[C:16]([O:19][CH3:20])[CH:17]=[CH:18][C:13]=3[N:12]3[C:21]([CH3:24])=[N:22][N:23]=[C:11]3[C@H:10]([CH2:25][C:26]([OH:28])=[O:27])[N:9]=2)=[CH:4][CH:3]=1.[CH3:29][CH:30]([CH3:37])N=C=NC(C)C, predict the reaction product.